Dataset: Catalyst prediction with 721,799 reactions and 888 catalyst types from USPTO. Task: Predict which catalyst facilitates the given reaction. (1) Reactant: [Cl:1][C:2]1[CH:3]=[C:4]([N:8]2[C:12]([CH2:13][NH:14][C:15](=[O:36])[NH:16][C:17]3[CH:18]=[CH:19][C:20]([CH2:23][N:24]([CH2:32][CH2:33][O:34]C)C(=O)OC(C)(C)C)=[N:21][CH:22]=3)=[CH:11][C:10]([C:37]([F:40])([F:39])[F:38])=[N:9]2)[CH:5]=[CH:6][CH:7]=1.B(Br)(Br)Br. Product: [Cl:1][C:2]1[CH:3]=[C:4]([N:8]2[C:12]([CH2:13][NH:14][C:15]([NH:16][C:17]3[CH:22]=[N:21][C:20]([CH2:23][NH:24][CH2:32][CH2:33][OH:34])=[CH:19][CH:18]=3)=[O:36])=[CH:11][C:10]([C:37]([F:40])([F:38])[F:39])=[N:9]2)[CH:5]=[CH:6][CH:7]=1. The catalyst class is: 4. (2) Reactant: CO[C:3](=[O:31])[C:4]1[CH:9]=[C:8]([N+:10]([O-:12])=[O:11])[C:7]([N:13]2[CH2:18][CH2:17][N:16]([C:19]3[CH:24]=[CH:23][CH:22]=[CH:21][C:20]=3[CH3:25])[CH2:15][CH2:14]2)=[CH:6][C:5]=1/[CH:26]=[CH:27]/OCC.ClCCCl.F[C:37](F)(F)[C:38]([OH:40])=O.[C:43]1([CH3:55])C=CC=C[C:44]=1[N:49]1[CH2:54][CH2:53]NCC1.C([N:58](CC)CC)C.C(O[BH-](OC(=O)C)OC(=O)C)(=O)C.[Na+]. Product: [N+:10]([C:8]1[CH:9]=[C:4]2[C:5]([CH2:26][CH2:27][N:58]([CH2:55][CH2:43][CH2:44][N:49]3[CH2:54][CH2:53][CH2:37][C:38]3=[O:40])[C:3]2=[O:31])=[CH:6][C:7]=1[N:13]1[CH2:18][CH2:17][N:16]([C:19]2[CH:24]=[CH:23][CH:22]=[CH:21][C:20]=2[CH3:25])[CH2:15][CH2:14]1)([O-:12])=[O:11]. The catalyst class is: 229. (3) Reactant: [Na:1].[CH2:2]1[O:4][CH2:3]1.[C:5]([OH:10])(=[O:9])[C:6]([CH3:8])=[CH2:7].[CH2:11]=[CH:12][C:13]1[CH:18]=[CH:17][CH:16]=[CH:15][CH:14]=1.S(OOS([O-])(=O)=O)([O-])(=O)=O.[NH4+].[NH4+]. Product: [CH:11]([CH2:7][C:6](=[CH2:8])[C:5]([OH:10])=[O:9])=[CH:12][C:13]1[CH:18]=[CH:17][CH:16]=[CH:15][CH:14]=1.[C:5]([O:10][CH2:11][CH2:12][CH2:13][CH3:14])(=[O:9])[CH:6]=[CH2:7].[Na:1].[CH2:3]1[O:4][CH2:2]1.[C:5]([OH:10])(=[O:9])[C:6]([CH3:8])=[CH2:7]. The catalyst class is: 6. (4) Reactant: Br[CH:2]([CH2:13][CH3:14])[C:3]([C:5]1[CH:10]=[CH:9][C:8]([O:11][CH3:12])=[CH:7][CH:6]=1)=O.[N:15]1[CH:20]=[CH:19][CH:18]=[CH:17][C:16]=1[CH3:21].C(=O)([O-])[O-].[K+].[K+]. Product: [CH2:13]([C:2]1[N:15]2[C:16]([CH:17]=[CH:18][CH:19]=[CH:20]2)=[CH:21][C:3]=1[C:5]1[CH:10]=[CH:9][C:8]([O:11][CH3:12])=[CH:7][CH:6]=1)[CH3:14]. The catalyst class is: 21.